Dataset: Full USPTO retrosynthesis dataset with 1.9M reactions from patents (1976-2016). Task: Predict the reactants needed to synthesize the given product. Given the product [CH3:32][O:33][CH2:34][CH2:35][NH:36][C:27]([C:18]1[N:17]=[C:16]([NH:15][C@H:10]2[CH2:11][CH2:12][CH2:13][CH2:14][C@H:9]2[NH:8][C:6](=[O:7])[O:5][C:1]([CH3:4])([CH3:2])[CH3:3])[C:25]2[C:20](=[CH:21][CH:22]=[C:23]([CH3:26])[CH:24]=2)[N:19]=1)=[O:28], predict the reactants needed to synthesize it. The reactants are: [C:1]([O:5][C:6]([NH:8][C@@H:9]1[CH2:14][CH2:13][CH2:12][CH2:11][C@@H:10]1[NH:15][C:16]1[C:25]2[C:20](=[CH:21][CH:22]=[C:23]([CH3:26])[CH:24]=2)[N:19]=[C:18]([C:27](OCC)=[O:28])[N:17]=1)=[O:7])([CH3:4])([CH3:3])[CH3:2].[CH3:32][O:33][CH2:34][CH2:35][NH2:36].C(OC(C)C)(C)C.